From a dataset of Forward reaction prediction with 1.9M reactions from USPTO patents (1976-2016). Predict the product of the given reaction. (1) Given the reactants [Si]([N:8]1[C:16]2[C:11](=[C:12]([C:17]3[N:26]=[CH:25][C:24]4[NH:23][CH2:22][C@@H:21]5[CH2:27][O:28][CH2:29][CH2:30][N:20]5[C:19]=4[N:18]=3)[CH:13]=[CH:14][CH:15]=2)[CH:10]=[CH:9]1)(C(C)(C)C)(C)C.C(=O)([O-])[O-].[Cs+].[Cs+].C1(P(C2CCCCC2)C2C=CC=CC=2C2C(C(C)C)=CC(C(C)C)=CC=2C(C)C)CCCCC1.Br[C:72]1[CH:80]=[CH:79][CH:78]=[C:77]2[C:73]=1[CH:74]=[CH:75][N:76]2[C:81]([O:83][C:84]([CH3:87])([CH3:86])[CH3:85])=[O:82], predict the reaction product. The product is: [NH:8]1[C:16]2[C:11](=[C:12]([C:17]3[N:26]=[CH:25][C:24]4[N:23]([C:72]5[CH:80]=[CH:79][CH:78]=[C:77]6[C:73]=5[CH:74]=[CH:75][N:76]6[C:81]([O:83][C:84]([CH3:87])([CH3:86])[CH3:85])=[O:82])[CH2:22][C@@H:21]5[CH2:27][O:28][CH2:29][CH2:30][N:20]5[C:19]=4[N:18]=3)[CH:13]=[CH:14][CH:15]=2)[CH:10]=[CH:9]1. (2) Given the reactants Cl[C:2]1[N:10]=[C:9]([Sn:11]([CH2:20][CH2:21][CH2:22][CH3:23])([CH2:16][CH2:17][CH2:18][CH3:19])[CH2:12][CH2:13][CH2:14][CH3:15])[N:8]=[C:7]2[C:3]=1[N:4]=[CH:5][N:6]2[CH:24]1[CH2:29][CH2:28][CH2:27][CH2:26][O:25]1.[NH:30]1[CH2:35][CH2:34][O:33][CH2:32][CH2:31]1, predict the reaction product. The product is: [N:30]1([C:2]2[N:10]=[C:9]([Sn:11]([CH2:20][CH2:21][CH2:22][CH3:23])([CH2:16][CH2:17][CH2:18][CH3:19])[CH2:12][CH2:13][CH2:14][CH3:15])[N:8]=[C:7]3[C:3]=2[N:4]=[CH:5][N:6]3[CH:24]2[CH2:29][CH2:28][CH2:27][CH2:26][O:25]2)[CH2:35][CH2:34][O:33][CH2:32][CH2:31]1. (3) Given the reactants ClCC([C:5]1[C:13]2[C:8](=[N:9][CH:10]=[CH:11][CH:12]=2)[NH:7][CH:6]=1)=O.C([SiH](CC)CC)C, predict the reaction product. The product is: [NH:7]1[C:8]2=[N:9][CH:10]=[CH:11][CH:12]=[C:13]2[CH:5]=[CH:6]1. (4) Given the reactants [Br:1][C:2]1[CH:3]=[CH:4][C:5](I)=[C:6]([O:8][CH3:9])[CH:7]=1.[C:11]([N:18]1[CH2:23][CH2:22][NH:21][CH2:20][CH2:19]1)([O:13][C:14]([CH3:17])([CH3:16])[CH3:15])=[O:12].CC1(C)C2C(=C(P(C3C=CC=CC=3)C3C=CC=CC=3)C=CC=2)OC2C(P(C3C=CC=CC=3)C3C=CC=CC=3)=CC=CC1=2.CC(C)([O-])C.[Na+], predict the reaction product. The product is: [Br:1][C:2]1[CH:3]=[CH:4][C:5]([N:21]2[CH2:20][CH2:19][N:18]([C:11]([O:13][C:14]([CH3:17])([CH3:16])[CH3:15])=[O:12])[CH2:23][CH2:22]2)=[C:6]([O:8][CH3:9])[CH:7]=1. (5) Given the reactants [CH3:1][C:2]1[C:3]([NH2:9])=[C:4]([NH2:8])[CH:5]=[CH:6][CH:7]=1.[CH:10]1[C:19]2[C:14](=[CH:15][CH:16]=[CH:17][CH:18]=2)[CH:13]=[CH:12][C:11]=1[CH:20]1[CH2:26][C:25](=O)[O:24][C:22](=[O:23])[CH2:21]1.[Cl:28]CCl, predict the reaction product. The product is: [ClH:28].[CH3:1][C:2]1[C:3]2[NH:9][C:25]([CH2:26][CH:20]([C:11]3[CH:12]=[CH:13][C:14]4[C:19](=[CH:18][CH:17]=[CH:16][CH:15]=4)[CH:10]=3)[CH2:21][C:22]([OH:24])=[O:23])=[N:8][C:4]=2[CH:5]=[CH:6][CH:7]=1. (6) Given the reactants [CH2:1]([O:8][C:9]1[CH:10]=[CH:11][CH:12]=[C:13]2[C:18]=1[N:17]=[C:16]([CH3:19])[CH:15]=[C:14]2Cl)[C:2]1[CH:7]=[CH:6][CH:5]=[CH:4][CH:3]=1.C(=O)([O-])[O-:22].[K+].[K+].O.[OH-].[Na+], predict the reaction product. The product is: [CH2:1]([O:8][C:9]1[CH:10]=[CH:11][CH:12]=[C:13]2[C:18]=1[N:17]=[C:16]([CH3:19])[CH:15]=[C:14]2[OH:22])[C:2]1[CH:7]=[CH:6][CH:5]=[CH:4][CH:3]=1. (7) Given the reactants [CH3:1][C:2]1C[CH2:4][CH2:5][N:6]=1.ClN1[C:12](=[O:13])CCC1=O.C[O-:16].[Na+].[C:18]([Cl:22])(Cl)(Cl)Cl, predict the reaction product. The product is: [Cl:22][C:18]1[CH:1]=[CH:2][NH:6][C:5]=1[C:4]([O:13][CH3:12])=[O:16]. (8) Given the reactants [H-].[Na+].[Cl:3][C:4]1[CH:5]=[C:6]([CH2:10][C:11]#[N:12])[CH:7]=[CH:8][CH:9]=1.C1OCCOCCOCCOCCOC1.[Na+].[I-].Cl[CH2:31][CH2:32][N:33]([CH2:41][CH2:42]Cl)[C:34](=[O:40])[O:35][C:36]([CH3:39])([CH3:38])[CH3:37].[NH4+].[Cl-], predict the reaction product. The product is: [Cl:3][C:4]1[CH:5]=[C:6]([C:10]2([C:11]#[N:12])[CH2:42][CH2:41][N:33]([C:34]([O:35][C:36]([CH3:38])([CH3:37])[CH3:39])=[O:40])[CH2:32][CH2:31]2)[CH:7]=[CH:8][CH:9]=1. (9) Given the reactants Cl[C:2](OC1C=CC=CC=1)=[O:3].[CH:11]1([C:14]2[CH:18]=[C:17]([NH2:19])[N:16]([C:20]3[CH:21]=[N:22][N:23]([CH3:25])[CH:24]=3)[N:15]=2)[CH2:13][CH2:12]1.N1C=CC=CC=1.[NH2:32][C:33]1[CH:34]=[C:35]([C:39]([C:41]2[C:49]3[CH:48]=[N:47][CH:46]=[N:45][C:44]=3[N:43]([CH:50]([CH3:52])[CH3:51])[CH:42]=2)=[O:40])[CH:36]=[N:37][CH:38]=1, predict the reaction product. The product is: [CH:11]1([C:14]2[CH:18]=[C:17]([NH:19][C:2]([NH:32][C:33]3[CH:38]=[N:37][CH:36]=[C:35]([C:39]([C:41]4[C:49]5[CH:48]=[N:47][CH:46]=[N:45][C:44]=5[N:43]([CH:50]([CH3:52])[CH3:51])[CH:42]=4)=[O:40])[CH:34]=3)=[O:3])[N:16]([C:20]3[CH:21]=[N:22][N:23]([CH3:25])[CH:24]=3)[N:15]=2)[CH2:13][CH2:12]1. (10) Given the reactants [N:1]1([CH2:6][CH2:7][CH2:8][O:9][C:10]2[CH:11]=[C:12]3[CH:18]=[C:17]([C:19]([O-:21])=O)[NH:16][C:13]3=[N:14][CH:15]=2)[CH2:5][CH2:4][CH2:3][CH2:2]1.[Li+].F[B-](F)(F)F.[N:28]1(OC(N(C)C)=[N+](C)C)[C:32]2C=[CH:34][CH:35]=[CH:36][C:31]=2N=N1.N1CCCCC1.C(N(CC)C(C)C)(C)C, predict the reaction product. The product is: [N:28]1([C:19]([C:17]2[NH:16][C:13]3=[N:14][CH:15]=[C:10]([O:9][CH2:8][CH2:7][CH2:6][N:1]4[CH2:2][CH2:3][CH2:4][CH2:5]4)[CH:11]=[C:12]3[CH:18]=2)=[O:21])[CH2:34][CH2:35][CH2:36][CH2:31][CH2:32]1.